This data is from Full USPTO retrosynthesis dataset with 1.9M reactions from patents (1976-2016). The task is: Predict the reactants needed to synthesize the given product. (1) Given the product [CH3:13][CH:12]([NH:27][CH2:26][CH2:25][CH2:24][NH:23][CH2:22][CH2:21][CH2:20][NH:19][CH2:18][CH2:17][CH2:16][NH:15][CH:12]([CH3:13])[CH2:11][C:10]([CH:3]1[C:4]([CH3:9])([CH3:8])[CH2:5][CH:6]=[CH:7][CH:2]1[CH3:1])=[O:14])[CH2:11][C:10](=[O:14])[CH:3]1[C:4]([CH3:8])([CH3:9])[CH2:5][CH:6]=[CH:7][CH:2]1[CH3:1], predict the reactants needed to synthesize it. The reactants are: [CH3:1][CH:2]1[CH:7]=[CH:6][CH2:5][C:4]([CH3:9])([CH3:8])[CH:3]1[C:10](=[O:14])[CH:11]=[CH:12][CH3:13].[NH2:15][CH2:16][CH2:17][CH2:18][NH:19][CH2:20][CH2:21][CH2:22][NH:23][CH2:24][CH2:25][CH2:26][NH2:27]. (2) Given the product [CH2:11]([O:10][C:8]([CH:3]1[CH2:4][CH2:5][CH2:6][CH2:7][CH:2]1[NH:18][CH2:13][CH2:14][CH:15]([CH3:17])[CH3:16])=[O:9])[CH3:12], predict the reactants needed to synthesize it. The reactants are: O=[C:2]1[CH2:7][CH2:6][CH2:5][CH2:4][CH:3]1[C:8]([O:10][CH2:11][CH3:12])=[O:9].[CH2:13]([NH2:18])[CH2:14][CH:15]([CH3:17])[CH3:16]. (3) Given the product [CH2:21]([C:11]1[C:12]2[C:13]([NH2:18])=[CH:14][CH:15]=[CH:16][C:17]=2[N:9]([CH2:8][C:6]2[CH:5]=[CH:4][CH:3]=[C:2]([CH3:1])[N:7]=2)[N:10]=1)[CH3:22], predict the reactants needed to synthesize it. The reactants are: [CH3:1][C:2]1[N:7]=[C:6]([CH2:8][N:9]2[C:17]3[C:12](=[C:13]([N+:18]([O-])=O)[CH:14]=[CH:15][CH:16]=3)[C:11]([CH:21]=[CH2:22])=[N:10]2)[CH:5]=[CH:4][CH:3]=1. (4) Given the product [O:26]1[CH2:29][CH:28]([N:19]2[CH2:24][CH2:23][CH:22]([OH:25])[CH2:21][CH2:20]2)[CH2:27]1, predict the reactants needed to synthesize it. The reactants are: C(O[BH-](OC(=O)C)OC(=O)C)(=O)C.[Na+].C(O)(=O)C.[NH:19]1[CH2:24][CH2:23][CH:22]([OH:25])[CH2:21][CH2:20]1.[O:26]1[CH2:29][C:28](=O)[CH2:27]1.